Dataset: Full USPTO retrosynthesis dataset with 1.9M reactions from patents (1976-2016). Task: Predict the reactants needed to synthesize the given product. (1) Given the product [CH:14]([N:17]1[C:22](=[O:23])[CH:21]=[CH:20][C:19]([C:24]2[S:28][C:27]([C:29]#[N:31])=[N:26][C:25]=2[C:32]2[CH:33]=[CH:34][CH:35]=[CH:36][CH:37]=2)=[N:18]1)([CH3:16])[CH3:15], predict the reactants needed to synthesize it. The reactants are: FC(F)(F)C(OC(=O)C(F)(F)F)=O.[CH:14]([N:17]1[C:22](=[O:23])[CH:21]=[CH:20][C:19]([C:24]2[S:28][C:27]([C:29]([NH2:31])=O)=[N:26][C:25]=2[C:32]2[CH:37]=[CH:36][CH:35]=[CH:34][CH:33]=2)=[N:18]1)([CH3:16])[CH3:15].N1C=CC=CC=1.O. (2) Given the product [CH:22]([O:1][C:2]1[CH:3]=[CH:4][C:5]([CH:8]2[CH2:9][CH2:10][C:11](=[O:14])[CH2:12][CH2:13]2)=[CH:6][CH:7]=1)([CH3:24])[CH3:23], predict the reactants needed to synthesize it. The reactants are: [OH:1][C:2]1[CH:7]=[CH:6][C:5]([CH:8]2[CH2:13][CH2:12][C:11](=[O:14])[CH2:10][CH2:9]2)=[CH:4][CH:3]=1.C([O-])([O-])=O.[K+].[K+].I[CH:22]([CH3:24])[CH3:23]. (3) Given the product [F:1][C:2]1[CH:7]=[C:6]([C:8]([N:10]2[CH2:11][CH2:12][N:13]([CH2:16][C:17]3[CH:18]=[CH:19][C:20]([C:23]([OH:32])([C:24]([F:26])([F:27])[F:25])[C:28]([F:29])([F:30])[F:31])=[CH:21][CH:22]=3)[CH2:14][CH2:15]2)=[O:9])[CH:5]=[CH:4][C:3]=1[NH:33][C:34]([NH:35][C@@H:36]1[CH2:40][CH2:39][NH:38][CH2:37]1)=[O:48], predict the reactants needed to synthesize it. The reactants are: [F:1][C:2]1[CH:7]=[C:6]([C:8]([N:10]2[CH2:15][CH2:14][N:13]([CH2:16][C:17]3[CH:22]=[CH:21][C:20]([C:23]([OH:32])([C:28]([F:31])([F:30])[F:29])[C:24]([F:27])([F:26])[F:25])=[CH:19][CH:18]=3)[CH2:12][CH2:11]2)=[O:9])[CH:5]=[CH:4][C:3]=1[NH:33][C:34](=[O:48])[NH:35][C@@H:36]1[CH2:40][CH2:39][N:38](C(OC(C)(C)C)=O)[CH2:37]1.FC(F)(F)C(O)=O. (4) Given the product [CH3:52][O:51][C@@H:36]([CH2:37][C:38]1[CH:39]=[CH:40][C:41]([C:44](=[O:22])[CH2:45][CH2:46][CH2:47][CH2:48][CH2:49][O:50][C:64]2[CH:63]=[CH:62][C:61]([O:54][C:55]3[CH:60]=[CH:59][CH:58]=[CH:57][CH:56]=3)=[CH:66][CH:65]=2)=[CH:42][CH:43]=1)[C:35]([OH:34])=[O:53], predict the reactants needed to synthesize it. The reactants are: C1(P(C2C=CC=CC=2)C2C=CC=CC=2)C=CC=CC=1.CC[O:22]C(/N=N/C(OCC)=O)=O.C([O:34][C:35](=[O:53])[C@@H:36]([O:51][CH3:52])[CH2:37][C:38]1[CH:43]=[CH:42][C:41]([C:44]#[C:45][CH2:46][CH2:47][CH2:48][CH2:49][OH:50])=[CH:40][CH:39]=1)C.[O:54]([C:61]1[CH:66]=[CH:65][C:64](O)=[CH:63][CH:62]=1)[C:55]1[CH:60]=[CH:59][CH:58]=[CH:57][CH:56]=1. (5) Given the product [CH3:16][C:7]1[C:6]2[CH:5]=[C:4]([C:17]#[N:18])[CH:3]=[C:2]([C:21]3[CH:20]=[N:19][CH:24]=[CH:23][CH:22]=3)[C:10]=2[N:9]2[CH2:11][CH2:12][NH:13][C:14](=[O:15])[C:8]=12, predict the reactants needed to synthesize it. The reactants are: Br[C:2]1[C:10]2[N:9]3[CH2:11][CH2:12][NH:13][C:14](=[O:15])[C:8]3=[C:7]([CH3:16])[C:6]=2[CH:5]=[C:4]([C:17]#[N:18])[CH:3]=1.[N:19]1[CH:24]=[CH:23][CH:22]=[C:21](B(O)O)[CH:20]=1. (6) Given the product [NH2:30][C:23]1[C:24]2[C:29](=[CH:28][CH:27]=[CH:26][CH:25]=2)[C:20]([C:18]([NH:17][C:16]2[C:11]([C:9]([NH:8][CH2:7][CH:1]3[CH2:6][CH2:5][CH2:4][CH2:3][CH2:2]3)=[O:10])=[N:12][CH:13]=[CH:14][CH:15]=2)=[O:19])=[CH:21][CH:22]=1.[C:40]([OH:42])([C:39]([F:44])([F:43])[F:38])=[O:41], predict the reactants needed to synthesize it. The reactants are: [CH:1]1([CH2:7][NH:8][C:9]([C:11]2[C:16]([NH:17][C:18]([C:20]3[C:29]4[C:24](=[CH:25][CH:26]=[CH:27][CH:28]=4)[C:23]([NH:30]C(=O)OC(C)(C)C)=[CH:22][CH:21]=3)=[O:19])=[CH:15][CH:14]=[CH:13][N:12]=2)=[O:10])[CH2:6][CH2:5][CH2:4][CH2:3][CH2:2]1.[F:38][C:39]([F:44])([F:43])[C:40]([OH:42])=[O:41]. (7) Given the product [CH2:14]([O:21][C:22]1[CH:23]=[CH:24][C:25]([N:26]([CH3:27])[S:2]([C:5]2[CH:13]=[CH:12][C:8]([C:9]([OH:11])=[O:10])=[CH:7][CH:6]=2)(=[O:4])=[O:3])=[CH:28][CH:29]=1)[C:15]1[CH:16]=[CH:17][CH:18]=[CH:19][CH:20]=1, predict the reactants needed to synthesize it. The reactants are: Cl[S:2]([C:5]1[CH:13]=[CH:12][C:8]([C:9]([OH:11])=[O:10])=[CH:7][CH:6]=1)(=[O:4])=[O:3].[CH2:14]([O:21][C:22]1[CH:29]=[CH:28][C:25]([NH:26][CH3:27])=[CH:24][CH:23]=1)[C:15]1[CH:20]=[CH:19][CH:18]=[CH:17][CH:16]=1.CCN(C(C)C)C(C)C. (8) Given the product [Br:1][C:2]1[CH:7]=[CH:6][C:5](/[C:8](=[N:22]\[O:23][CH2:24][CH3:25])/[CH:9]2[CH2:10][CH2:11][N:12]([C:15]3([CH3:21])[CH2:20][CH2:19][N:18]([C:36]([C:32]4[CH:31]=[C:30]5[C:35](=[CH:34][CH:33]=4)[N:27]([CH3:26])[CH:28]=[CH:29]5)=[O:37])[CH2:17][CH2:16]3)[CH2:13][CH2:14]2)=[CH:4][CH:3]=1, predict the reactants needed to synthesize it. The reactants are: [Br:1][C:2]1[CH:7]=[CH:6][C:5](/[C:8](=[N:22]\[O:23][CH2:24][CH3:25])/[CH:9]2[CH2:14][CH2:13][N:12]([C:15]3([CH3:21])[CH2:20][CH2:19][NH:18][CH2:17][CH2:16]3)[CH2:11][CH2:10]2)=[CH:4][CH:3]=1.[CH3:26][N:27]1[C:35]2[C:30](=[CH:31][C:32]([C:36](O)=[O:37])=[CH:33][CH:34]=2)[CH:29]=[CH:28]1.CCN(CC)CC.CN(C(ON1N=NC2C=CC=NC1=2)=[N+](C)C)C.F[P-](F)(F)(F)(F)F. (9) Given the product [F:10][C:9]([F:12])([F:11])[C@H:8]([C:5]1[CH:6]=[CH:7][C:2]([C:36]2[CH:37]=[CH:38][C:33]([C:31]#[N:32])=[CH:34][CH:35]=2)=[CH:3][CH:4]=1)[NH:13][C@H:14]([C:15]([N:17]1[CH2:21][C@H:20]([F:22])[C@H:19]2[O:23][CH2:24][C@H:25]([OH:26])[C@@H:18]12)=[O:16])[CH2:27][CH:28]([CH3:30])[CH3:29], predict the reactants needed to synthesize it. The reactants are: Br[C:2]1[CH:7]=[CH:6][C:5]([C@H:8]([NH:13][C@@H:14]([CH2:27][CH:28]([CH3:30])[CH3:29])[C:15]([N:17]2[CH2:21][C@H:20]([F:22])[C@H:19]3[O:23][CH2:24][C@H:25]([OH:26])[C@@H:18]23)=[O:16])[C:9]([F:12])([F:11])[F:10])=[CH:4][CH:3]=1.[C:31]([C:33]1[CH:38]=[CH:37][C:36](B(O)O)=[CH:35][CH:34]=1)#[N:32].